Dataset: Catalyst prediction with 721,799 reactions and 888 catalyst types from USPTO. Task: Predict which catalyst facilitates the given reaction. (1) Reactant: Br[C:2]1[CH:7]=[CH:6][C:5]([C:8]2[N:12]([CH2:13][C@@H:14]3[CH2:18][CH2:17][N:16]([C:19]([CH:21]4[CH2:23][CH2:22]4)=[O:20])[CH2:15]3)[C:11]3[CH:24]=[C:25]([C:28]([N:30]4[CH2:35][CH2:34][N:33]([CH3:36])[CH2:32][CH2:31]4)=[O:29])[CH:26]=[CH:27][C:10]=3[N:9]=2)=[CH:4][CH:3]=1.[NH:37]1[C:45]2[C:40](=[CH:41][C:42](B(O)O)=[CH:43][CH:44]=2)[CH:39]=[CH:38]1.C(=O)(O)[O-].[Na+]. Product: [CH:21]1([C:19]([N:16]2[CH2:17][CH2:18][C@@H:14]([CH2:13][N:12]3[C:11]4[CH:24]=[C:25]([C:28]([N:30]5[CH2:31][CH2:32][N:33]([CH3:36])[CH2:34][CH2:35]5)=[O:29])[CH:26]=[CH:27][C:10]=4[N:9]=[C:8]3[C:5]3[CH:4]=[CH:3][C:2]([C:42]4[CH:41]=[C:40]5[C:45](=[CH:44][CH:43]=4)[NH:37][CH:38]=[CH:39]5)=[CH:7][CH:6]=3)[CH2:15]2)=[O:20])[CH2:23][CH2:22]1. The catalyst class is: 339. (2) Reactant: Cl[CH2:2][C:3]1[N:12]=[C:11]([NH:13][CH:14]([CH3:16])[CH3:15])[C:10]2[C:5](=[CH:6][CH:7]=[CH:8][CH:9]=2)[N:4]=1.[N-:17]=[N+:18]=[N-:19].[Na+].O. Product: [N:17]([CH2:2][C:3]1[N:12]=[C:11]([NH:13][CH:14]([CH3:16])[CH3:15])[C:10]2[C:5](=[CH:6][CH:7]=[CH:8][CH:9]=2)[N:4]=1)=[N+:18]=[N-:19]. The catalyst class is: 16. (3) Reactant: S(Cl)(Cl)=O.CC1OC(C)=CC=1C(O)=O.CC1OC(C)=CC=1C(Cl)=O.[CH3:25][C:26]1[O:27][C:28]([CH3:36])=[CH:29][C:30]=1[C:31]([N:33]=[C:34]=[S:35])=[O:32].[CH3:37][O:38][C:39]1[CH:40]=[C:41]2[C:46](=[CH:47][C:48]=1[O:49][CH3:50])[N:45]=[CH:44][CH:43]=[C:42]2[O:51][C:52]1[CH:58]=[CH:57][C:55]([NH2:56])=[C:54]([F:59])[CH:53]=1. Product: [CH3:37][O:38][C:39]1[CH:40]=[C:41]2[C:46](=[CH:47][C:48]=1[O:49][CH3:50])[N:45]=[CH:44][CH:43]=[C:42]2[O:51][C:52]1[CH:58]=[CH:57][C:55]([NH:56][C:34]([NH:33][C:31]([C:30]2[CH:29]=[C:28]([CH3:36])[O:27][C:26]=2[CH3:25])=[O:32])=[S:35])=[C:54]([F:59])[CH:53]=1. The catalyst class is: 548. (4) Reactant: [F:1][C:2]1[C:3]([C@@H:8]([NH:19][C:20]([C:22]2[N:27]=[CH:26][C:25]([O:28][CH2:29][C:30]([O:32]C(C)(C)C)=[O:31])=[CH:24][CH:23]=2)=[O:21])[C:9]2[CH:14]=[CH:13][C:12]([C:15]([F:18])([F:17])[F:16])=[CH:11][CH:10]=2)=[N:4][CH:5]=[CH:6][CH:7]=1.C(O)(C(F)(F)F)=O. Product: [F:1][C:2]1[C:3]([C@@H:8]([NH:19][C:20]([C:22]2[N:27]=[CH:26][C:25]([O:28][CH2:29][C:30]([OH:32])=[O:31])=[CH:24][CH:23]=2)=[O:21])[C:9]2[CH:14]=[CH:13][C:12]([C:15]([F:17])([F:16])[F:18])=[CH:11][CH:10]=2)=[N:4][CH:5]=[CH:6][CH:7]=1. The catalyst class is: 2. (5) Reactant: ON1C2C=CC=CC=2N=N1.[CH2:11]([N:13]([CH2:17][CH3:18])[CH2:14][CH2:15][NH2:16])[CH3:12].Cl.CN(C)CCCN=C=NCC.[CH:31]1(/[CH:36]=[C:37](\[C:48]2[CH:56]=[CH:55][C:51]([C:52](O)=[O:53])=[CH:50][CH:49]=2)/[C:38]2[NH:39][C:40](=[O:47])[C:41]([CH:44]3[CH2:46][CH2:45]3)=[CH:42][CH:43]=2)[CH2:35][CH2:34][CH2:33][CH2:32]1. Product: [CH:31]1(/[CH:36]=[C:37](\[C:48]2[CH:56]=[CH:55][C:51]([C:52]([NH:16][CH2:15][CH2:14][N:13]([CH2:17][CH3:18])[CH2:11][CH3:12])=[O:53])=[CH:50][CH:49]=2)/[C:38]2[NH:39][C:40](=[O:47])[C:41]([CH:44]3[CH2:45][CH2:46]3)=[CH:42][CH:43]=2)[CH2:35][CH2:34][CH2:33][CH2:32]1. The catalyst class is: 681.